From a dataset of Forward reaction prediction with 1.9M reactions from USPTO patents (1976-2016). Predict the product of the given reaction. (1) Given the reactants [CH3:1][OH:2].[C:3]1([C:9]2[O:10][C:11]([C:17]([F:20])([F:19])[F:18])=[C:12]([C:14](Cl)=[O:15])[N:13]=2)[CH:8]=[CH:7][CH:6]=[CH:5][CH:4]=1.C1(C2O[C:29]([C:35](F)(F)F)=[C:30]([C:32](O)=O)[N:31]=2)C=CC=CC=1.[C:39](Cl)(=[O:43])[C:40](Cl)=O.[CH2:45]([N:47]([CH2:50][CH3:51])[CH2:48][CH3:49])[CH3:46], predict the reaction product. The product is: [CH3:1][O:2][C:39]([CH:40]1[CH2:49][CH2:48][N:47]([C:50]2[CH:35]=[CH:29][C:30]([NH:31][C:14]([C:12]3[N:13]=[C:9]([C:3]4[CH:8]=[CH:7][CH:6]=[CH:5][CH:4]=4)[O:10][C:11]=3[C:17]([F:20])([F:19])[F:18])=[O:15])=[CH:32][CH:51]=2)[CH2:45][CH2:46]1)=[O:43]. (2) The product is: [Br:1][C:2]1[CH:3]=[N:4][N:5]([CH3:17])[C:6]=1[C:7]1[CH:12]=[C:11]([NH2:13])[CH:10]=[C:9]([F:16])[CH:8]=1. Given the reactants [Br:1][C:2]1[CH:3]=[N:4][N:5]([CH3:17])[C:6]=1[C:7]1[CH:12]=[C:11]([N+:13]([O-])=O)[CH:10]=[C:9]([F:16])[CH:8]=1.O.O.Cl[Sn]Cl, predict the reaction product. (3) The product is: [CH:1]1([N:4]2[C:9]([CH3:11])([CH3:8])[CH:13]([C:12]([OH:18])=[O:23])[C:14]3[C:15](=[CH:19][CH:20]=[CH:21][CH:22]=3)[C:16]2=[O:17])[CH2:3][CH2:2]1. Given the reactants [CH:1]1([NH2:4])[CH2:3][CH2:2]1.ClCCl.[CH3:8][C:9]([CH3:11])=O.[C:12]1(=[O:23])[O:18][C:16](=[O:17])[C:15]2=[CH:19][CH:20]=[CH:21][CH:22]=[C:14]2[CH2:13]1, predict the reaction product. (4) Given the reactants [F:1][C:2]1[CH:7]=[CH:6][C:5]([CH2:8][N:9]=[C:10]=[O:11])=[CH:4][CH:3]=1.[Br:12][C:13]1[C:22]2[CH:21]=[N:20][CH:19]=[CH:18][C:17]=2[C:16]([NH2:23])=[CH:15][CH:14]=1, predict the reaction product. The product is: [Br:12][C:13]1[CH:14]=[CH:15][C:16]([NH:23][C:10]([NH:9][CH2:8][C:5]2[CH:4]=[CH:3][C:2]([F:1])=[CH:7][CH:6]=2)=[O:11])=[C:17]2[C:22]=1[CH:21]=[N:20][CH:19]=[CH:18]2. (5) Given the reactants Cl[C:2]1[N:7]=[C:6]([C:8]2[N:12]3[CH:13]=[CH:14][CH:15]=[CH:16][C:11]3=[N:10][C:9]=2[C:17]2[CH:18]=[C:19]([CH:31]=[CH:32][CH:33]=2)[C:20]([NH:22][C:23]2[C:28]([F:29])=[CH:27][CH:26]=[CH:25][C:24]=2[F:30])=[O:21])[CH:5]=[CH:4][N:3]=1.[CH3:34][O:35][C:36]1[CH:42]=[C:41]([N:43]2[CH2:48][CH2:47][CH:46]([N:49]3[CH2:54][CH2:53][N:52]([S:55]([CH3:58])(=[O:57])=[O:56])[CH2:51][CH2:50]3)[CH2:45][CH2:44]2)[CH:40]=[CH:39][C:37]=1[NH2:38].C1(C)C=CC(S(O)(=O)=O)=CC=1, predict the reaction product. The product is: [F:30][C:24]1[CH:25]=[CH:26][CH:27]=[C:28]([F:29])[C:23]=1[NH:22][C:20](=[O:21])[C:19]1[CH:31]=[CH:32][CH:33]=[C:17]([C:9]2[N:10]=[C:11]3[CH:16]=[CH:15][CH:14]=[CH:13][N:12]3[C:8]=2[C:6]2[CH:5]=[CH:4][N:3]=[C:2]([NH:38][C:37]3[CH:39]=[CH:40][C:41]([N:43]4[CH2:48][CH2:47][CH:46]([N:49]5[CH2:54][CH2:53][N:52]([S:55]([CH3:58])(=[O:57])=[O:56])[CH2:51][CH2:50]5)[CH2:45][CH2:44]4)=[CH:42][C:36]=3[O:35][CH3:34])[N:7]=2)[CH:18]=1. (6) Given the reactants [Cl:1][C:2]1[CH:23]=[CH:22][CH:21]=[C:20]([Cl:24])[C:3]=1[C:4]([N:6]1[C:14]2[C:9](=[CH:10][C:11]([N+:15]([O-])=O)=[CH:12][CH:13]=2)[C:8]([CH3:18])=[C:7]1[CH3:19])=[O:5].[NH4+].[Cl-], predict the reaction product. The product is: [NH2:15][C:11]1[CH:10]=[C:9]2[C:14](=[CH:13][CH:12]=1)[N:6]([C:4](=[O:5])[C:3]1[C:20]([Cl:24])=[CH:21][CH:22]=[CH:23][C:2]=1[Cl:1])[C:7]([CH3:19])=[C:8]2[CH3:18].